From a dataset of Reaction yield outcomes from USPTO patents with 853,638 reactions. Predict the reaction yield, written as a fraction of the theoretical maximum amount of product (1.0 means a 100% yield; for example, 0.34 means a 34% yield). (1) The reactants are C([C:8]1([CH2:18][C:19]([OH:21])=[O:20])[C:17]2[C:12](=[CH:13][CH:14]=[CH:15][CH:16]=2)[CH2:11][CH2:10][NH:9]1)(OC(C)(C)C)=O.Cl.[CH3:23]O. No catalyst specified. The product is [CH3:23][O:21][C:19](=[O:20])[CH2:18][CH:8]1[C:17]2[C:12](=[CH:13][CH:14]=[CH:15][CH:16]=2)[CH2:11][CH2:10][NH:9]1. The yield is 1.00. (2) The reactants are [Br:1][C:2]1[CH:7]=[CH:6][C:5]([S:8](Cl)(=[O:10])=[O:9])=[C:4]([O:12][C:13]([F:16])([F:15])[F:14])[CH:3]=1.[NH3:17]. No catalyst specified. The product is [Br:1][C:2]1[CH:7]=[CH:6][C:5]([S:8]([NH2:17])(=[O:10])=[O:9])=[C:4]([O:12][C:13]([F:16])([F:15])[F:14])[CH:3]=1. The yield is 1.00. (3) The reactants are [CH3:1][C:2]1[O:6][N:5]=[C:4]([C:7]2[CH:12]=[CH:11][CH:10]=[CH:9][CH:8]=2)[C:3]=1[CH2:13][O:14][C:15]1[CH:23]=[CH:22][C:18]([C:19]([OH:21])=O)=[CH:17][N:16]=1.Cl.[O:25]1[CH2:29][CH2:28][CH:27]([CH2:30][NH2:31])[CH2:26]1. No catalyst specified. The product is [CH3:1][C:2]1[O:6][N:5]=[C:4]([C:7]2[CH:8]=[CH:9][CH:10]=[CH:11][CH:12]=2)[C:3]=1[CH2:13][O:14][C:15]1[CH:23]=[CH:22][C:18]([C:19]([NH:31][CH2:30][CH:27]2[CH2:28][CH2:29][O:25][CH2:26]2)=[O:21])=[CH:17][N:16]=1. The yield is 0.810. (4) The reactants are [Br:1][C:2]1[CH:6]=[N:5][N:4]([CH3:7])[C:3]=1[C:8]1[CH:9]=[C:10]([NH2:23])[CH:11]=[CH:12][C:13]=1[O:14][CH2:15][C:16]1[CH:21]=[CH:20][C:19]([Cl:22])=[CH:18][CH:17]=1.[Cl:24][C:25]1[CH:30]=[CH:29][C:28]([N:31]=[C:32]=[O:33])=[CH:27][CH:26]=1. The catalyst is C(Cl)Cl. The product is [Br:1][C:2]1[CH:6]=[N:5][N:4]([CH3:7])[C:3]=1[C:8]1[CH:9]=[C:10]([NH:23][C:32]([NH:31][C:28]2[CH:29]=[CH:30][C:25]([Cl:24])=[CH:26][CH:27]=2)=[O:33])[CH:11]=[CH:12][C:13]=1[O:14][CH2:15][C:16]1[CH:21]=[CH:20][C:19]([Cl:22])=[CH:18][CH:17]=1. The yield is 0.650.